From a dataset of Peptide-MHC class I binding affinity with 185,985 pairs from IEDB/IMGT. Regression. Given a peptide amino acid sequence and an MHC pseudo amino acid sequence, predict their binding affinity value. This is MHC class I binding data. The peptide sequence is FVKDWMERI. The MHC is HLA-A80:01 with pseudo-sequence HLA-A80:01. The binding affinity (normalized) is 0.0847.